This data is from TCR-epitope binding with 47,182 pairs between 192 epitopes and 23,139 TCRs. The task is: Binary Classification. Given a T-cell receptor sequence (or CDR3 region) and an epitope sequence, predict whether binding occurs between them. The epitope is QYDPVAALF. The TCR CDR3 sequence is CSASSQRGGIYEQYF. Result: 0 (the TCR does not bind to the epitope).